Dataset: Kir2.1 potassium channel HTS with 301,493 compounds. Task: Binary Classification. Given a drug SMILES string, predict its activity (active/inactive) in a high-throughput screening assay against a specified biological target. (1) The drug is O1CCN(CCCn2c3nc4c(nc3c(c2N)C(=O)Nc2ccccc2)cccc4)CC1. The result is 0 (inactive). (2) The compound is S1\C(=C/c2cc3n(c(=O)n(c3cc2)C)C)C(=O)N(CC=C)C1=O. The result is 0 (inactive).